Dataset: Forward reaction prediction with 1.9M reactions from USPTO patents (1976-2016). Task: Predict the product of the given reaction. (1) Given the reactants [Cr](O[Cr]([O-])(=O)=O)([O-])(=O)=O.[K+].[K+].[CH2:12]([C:14]1[CH:20]=[CH:19][CH:18]=[C:17]([CH2:21][CH3:22])[C:15]=1N)[CH3:13].S(=O)(=O)(O)[OH:24].S(S([O-])=O)([O-])=O.[Na+].[Na+].[OH2:36], predict the reaction product. The product is: [CH2:12]([C:14]1[CH:20]=[C:19]([OH:36])[CH:18]=[C:17]([CH2:21][CH3:22])[C:15]=1[OH:24])[CH3:13]. (2) Given the reactants [Br:1][C:2]1[CH:16]=[C:15](/[CH:17]=[CH:18]/[CH:19]([C:24]2[CH:29]=[C:28]([Cl:30])[C:27]([Cl:31])=[C:26]([Cl:32])[CH:25]=2)[C:20]([F:23])([F:22])[F:21])[CH:14]=[CH:13][C:3]=1[C:4]([NH:6][C:7]([CH3:12])([CH3:11])[C:8]([OH:10])=[O:9])=O.CCN=C=NCCCN(C)C.Cl, predict the reaction product. The product is: [Br:1][C:2]1[CH:16]=[C:15](/[CH:17]=[CH:18]/[CH:19]([C:24]2[CH:25]=[C:26]([Cl:32])[C:27]([Cl:31])=[C:28]([Cl:30])[CH:29]=2)[C:20]([F:23])([F:21])[F:22])[CH:14]=[CH:13][C:3]=1[C:4]1[O:9][C:8](=[O:10])[C:7]([CH3:12])([CH3:11])[N:6]=1. (3) Given the reactants [Cl-].[Al+3].[Cl-].[Cl-].[C:5]1(=[O:11])[O:10][C:8](=[O:9])[CH2:7][CH2:6]1.[C:12]1([CH:18]([CH3:20])[CH3:19])[CH:17]=[CH:16][CH:15]=[CH:14][CH:13]=1, predict the reaction product. The product is: [CH:18]([C:12]1[CH:17]=[CH:16][C:15]([C:5](=[O:11])[CH2:6][CH2:7][C:8]([OH:10])=[O:9])=[CH:14][CH:13]=1)([CH3:20])[CH3:19]. (4) Given the reactants [CH3:1][C:2]1[CH:3]=[C:4]([CH:6]=[C:7]([CH2:15][N:16]2[CH2:20][CH2:19][CH2:18][CH2:17]2)[C:8]=1[N:9]1[CH2:14][CH2:13][O:12][CH2:11][CH2:10]1)[NH2:5].Cl[C:22]1[C:31]2[C:26](=[CH:27][C:28]([Cl:32])=[CH:29][CH:30]=2)[N:25]=[CH:24][CH:23]=1.Cl, predict the reaction product. The product is: [Cl:32][C:28]1[CH:27]=[C:26]2[C:31]([C:22]([NH:5][C:4]3[CH:6]=[C:7]([CH2:15][N:16]4[CH2:20][CH2:19][CH2:18][CH2:17]4)[C:8]([N:9]4[CH2:10][CH2:11][O:12][CH2:13][CH2:14]4)=[C:2]([CH3:1])[CH:3]=3)=[CH:23][CH:24]=[N:25]2)=[CH:30][CH:29]=1.